From a dataset of Forward reaction prediction with 1.9M reactions from USPTO patents (1976-2016). Predict the product of the given reaction. (1) Given the reactants [Br:1][C:2]1[CH:7]=[CH:6][C:5]([OH:8])=[C:4]([O:9][CH3:10])[CH:3]=1.[CH3:11][C:12]1[CH:13]=[C:14](B(O)O)[CH:15]=[CH:16][CH:17]=1, predict the reaction product. The product is: [Br:1][C:2]1[CH:7]=[CH:6][C:5]([O:8][C:16]2[CH:17]=[C:12]([CH3:11])[CH:13]=[CH:14][CH:15]=2)=[C:4]([O:9][CH3:10])[CH:3]=1. (2) Given the reactants [F:1][C:2]1[CH:7]=[CH:6][C:5]([N:8]([C:10]2[O:11][CH2:12][C:13](=[O:20])[C:14]=2[C:15]([O:17][CH2:18][CH3:19])=[O:16])[CH3:9])=[CH:4][CH:3]=1.[NH:21]1[C:29]2[C:24](=[CH:25][CH:26]=[CH:27][N:28]=2)[C:23]([CH:30]=O)=[CH:22]1.[ClH:32], predict the reaction product. The product is: [ClH:32].[NH:21]1[C:29]2=[N:28][CH:27]=[CH:26][CH:25]=[C:24]2[C:23]([CH:30]=[C:12]2[O:11][C:10]([N:8]([C:5]3[CH:4]=[CH:3][C:2]([F:1])=[CH:7][CH:6]=3)[CH3:9])=[C:14]([C:15]([O:17][CH2:18][CH3:19])=[O:16])[C:13]2=[O:20])=[CH:22]1. (3) Given the reactants [CH:1]1[C:13]2[CH:12]([CH2:14][O:15][C:16]([NH:18][C@H:19]([C:24]([O:26][C:27]([CH3:30])([CH3:29])[CH3:28])=[O:25])[CH2:20][C:21](O)=O)=[O:17])[C:11]3[C:6](=[CH:7][CH:8]=[CH:9][CH:10]=3)[C:5]=2[CH:4]=[CH:3][CH:2]=1.F[P-](F)(F)(F)(F)F.N1(O[P+](N(C)C)(N(C)C)N(C)C)C2C=CC=CC=2N=N1.CNC.O.[CH3:62][N:63]([CH3:66])[CH:64]=[O:65], predict the reaction product. The product is: [CH:10]1[C:11]2[CH:12]([CH2:14][O:15][C:16]([NH:18][C@@H:19]([CH2:20][CH2:21][C:64]([N:63]([CH3:66])[CH3:62])=[O:65])[C:24]([O:26][C:27]([CH3:29])([CH3:28])[CH3:30])=[O:25])=[O:17])[C:13]3[C:5](=[CH:4][CH:3]=[CH:2][CH:1]=3)[C:6]=2[CH:7]=[CH:8][CH:9]=1. (4) Given the reactants [Cl:1][C:2]1[CH:7]=[CH:6][CH:5]=[C:4]([CH2:8]Cl)[N:3]=1.[OH:10][C:11]1[CH:16]=[CH:15][CH:14]=[CH:13][N:12]=1.C([O-])([O-])=O.[Cs+].[Cs+], predict the reaction product. The product is: [Cl:1][C:2]1[N:3]=[C:4]([CH2:8][N:12]2[CH:13]=[CH:14][CH:15]=[CH:16][C:11]2=[O:10])[CH:5]=[CH:6][CH:7]=1.